From a dataset of Reaction yield outcomes from USPTO patents with 853,638 reactions. Predict the reaction yield, written as a fraction of the theoretical maximum amount of product (1.0 means a 100% yield; for example, 0.34 means a 34% yield). (1) The reactants are [CH2:1]([Sn](CCCC)(CCCC)CCCC)[CH:2]=[CH2:3].N#N.Br[C:20]1[CH:39]=[N:38][C:23]2[N:24]([CH2:36][CH3:37])[C:25]3[N:34]=[C:33]([F:35])[CH:32]=[CH:31][C:26]=3[N:27]([CH3:30])[C:28](=[O:29])[C:22]=2[CH:21]=1. The catalyst is CN(C=O)C.C1C=CC([P]([Pd]([P](C2C=CC=CC=2)(C2C=CC=CC=2)C2C=CC=CC=2)([P](C2C=CC=CC=2)(C2C=CC=CC=2)C2C=CC=CC=2)[P](C2C=CC=CC=2)(C2C=CC=CC=2)C2C=CC=CC=2)(C2C=CC=CC=2)C2C=CC=CC=2)=CC=1. The product is [CH2:36]([N:24]1[C:23]2[N:38]=[CH:39][C:20]([CH2:3][CH:2]=[CH2:1])=[CH:21][C:22]=2[C:28](=[O:29])[N:27]([CH3:30])[C:26]2[CH:31]=[CH:32][C:33]([F:35])=[N:34][C:25]1=2)[CH3:37]. The yield is 0.760. (2) The reactants are CO[C:3](=[O:24])[C:4]1[CH:9]=[CH:8][C:7]([O:10][CH2:11][C:12]2[C:13]([CH:18]3[CH2:23][CH2:22][CH2:21][CH2:20][CH2:19]3)=[N:14][O:15][C:16]=2[CH3:17])=[N:6][CH:5]=1.[CH:25]1([NH2:28])[CH2:27][CH2:26]1. No catalyst specified. The product is [CH:18]1([C:13]2[C:12]([CH2:11][O:10][C:7]3[CH:8]=[CH:9][C:4]([C:3]([NH:28][CH:25]4[CH2:27][CH2:26]4)=[O:24])=[CH:5][N:6]=3)=[C:16]([CH3:17])[O:15][N:14]=2)[CH2:19][CH2:20][CH2:21][CH2:22][CH2:23]1. The yield is 0.410. (3) The reactants are [NH2:1][C:2]1[C:9](Br)=[CH:8][C:7]([N+:11]([O-:13])=[O:12])=[CH:6][C:3]=1[C:4]#[N:5].[CH3:14][C:15]([CH3:19])([CH3:18])[C:16]#[CH:17]. The yield is 0.710. The product is [NH2:1][C:2]1[C:9]([C:17]#[C:16][C:15]([CH3:19])([CH3:18])[CH3:14])=[CH:8][C:7]([N+:11]([O-:13])=[O:12])=[CH:6][C:3]=1[C:4]#[N:5]. The catalyst is CCN(CC)CC.[Cu]I.Cl[Pd](Cl)([P](C1C=CC=CC=1)(C1C=CC=CC=1)C1C=CC=CC=1)[P](C1C=CC=CC=1)(C1C=CC=CC=1)C1C=CC=CC=1. (4) The reactants are BrC1C=CC(S(O[C@H:12]2[CH2:45][N:15]3[C:16](=[O:44])[C@@H:17]([NH:36][C:37]([O:39][C:40]([CH3:43])([CH3:42])[CH3:41])=[O:38])[CH2:18][CH2:19][CH2:20][CH2:21][CH2:22][CH:23]=[CH:24][C@@H:25]4[CH2:30][C@@:26]4([C:31]([O:33][CH2:34][CH3:35])=[O:32])[NH:27][C:28](=[O:29])[C@@H:14]3[CH2:13]2)(=O)=O)=CC=1.[F:46][C:47]1[CH:48]=[CH:49][C:50]2[C:59]([CH:60]=1)=[N:58][C:57]([OH:61])=[C:56]1[C:51]=2[CH:52]=[CH:53][CH:54]=[CH:55]1.C(=O)([O-])[O-].[Cs+].[Cs+]. The catalyst is CN(C)C=O. The product is [C:40]([O:39][C:37]([NH:36][C@@H:17]1[C:16](=[O:44])[N:15]2[CH2:45][C@H:12]([O:61][C:57]3[N:58]=[C:59]4[C:50](=[C:51]5[C:56]=3[CH:55]=[CH:54][CH:53]=[CH:52]5)[CH:49]=[CH:48][C:47]([F:46])=[CH:60]4)[CH2:13][C@H:14]2[C:28](=[O:29])[NH:27][C@:26]2([C:31]([O:33][CH2:34][CH3:35])=[O:32])[CH2:30][C@H:25]2[CH:24]=[CH:23][CH2:22][CH2:21][CH2:20][CH2:19][CH2:18]1)=[O:38])([CH3:43])([CH3:42])[CH3:41]. The yield is 0.600. (5) The reactants are [F:1][C:2]1[CH:3]=[C:4]2[C:8](=[CH:9][CH:10]=1)[N:7]([CH2:11][C:12]([O:14]C)=[O:13])[C:6]([CH3:16])=[C:5]2[CH2:17][C:18]1[CH:23]=[CH:22][C:21](=[O:24])[NH:20][N:19]=1.[CH3:25][C:26]1([CH3:29])[CH2:28][O:27]1. No catalyst specified. The product is [F:1][C:2]1[CH:3]=[C:4]2[C:8](=[CH:9][CH:10]=1)[N:7]([CH2:11][C:12]([OH:14])=[O:13])[C:6]([CH3:16])=[C:5]2[CH2:17][C:18]1[CH:23]=[CH:22][C:21](=[O:24])[N:20]([CH2:25][C:26]([OH:27])([CH3:29])[CH3:28])[N:19]=1. The yield is 0.333. (6) The reactants are [Li+].CC([N-]C(C)C)C.[Cl:9][C:10]1[CH:15]=[CH:14][N:13]=[C:12]2[N:16]([S:19]([C:22]3[CH:27]=[CH:26][C:25]([CH3:28])=[CH:24][CH:23]=3)(=[O:21])=[O:20])[CH:17]=[CH:18][C:11]=12.[Sn:29](Cl)([CH2:38][CH2:39][CH2:40][CH3:41])([CH2:34][CH2:35][CH2:36][CH3:37])[CH2:30][CH2:31][CH2:32][CH3:33].O. The catalyst is C1COCC1.CCOC(C)=O. The product is [Cl:9][C:10]1[CH:15]=[CH:14][N:13]=[C:12]2[N:16]([S:19]([C:22]3[CH:27]=[CH:26][C:25]([CH3:28])=[CH:24][CH:23]=3)(=[O:21])=[O:20])[C:17]([Sn:29]([CH2:34][CH2:35][CH2:36][CH3:37])([CH2:38][CH2:39][CH2:40][CH3:41])[CH2:30][CH2:31][CH2:32][CH3:33])=[CH:18][C:11]=12. The yield is 0.790. (7) The reactants are [Cl:1][C:2]1[C:3]([C:17]2[CH:22]=[CH:21][CH:20]=[C:19]([NH:23][CH2:24][C:25]3[CH:30]=[CH:29][CH:28]=[C:27]([F:31])[CH:26]=3)[N:18]=2)=[CH:4][C:5]([NH:8][C@H:9]2[CH2:14][CH2:13][C@H:12]([CH2:15][OH:16])[CH2:11][CH2:10]2)=[N:6][CH:7]=1.C(N(CC)CC)C.[S:39](Cl)([CH3:42])(=[O:41])=[O:40]. The catalyst is C(Cl)Cl. The product is [CH3:42][S:39]([O:16][CH2:15][C@H:12]1[CH2:11][CH2:10][C@H:9]([NH:8][C:5]2[CH:4]=[C:3]([C:17]3[CH:22]=[CH:21][CH:20]=[C:19]([NH:23][CH2:24][C:25]4[CH:30]=[CH:29][CH:28]=[C:27]([F:31])[CH:26]=4)[N:18]=3)[C:2]([Cl:1])=[CH:7][N:6]=2)[CH2:14][CH2:13]1)(=[O:41])=[O:40]. The yield is 0.920. (8) The yield is 0.487. The reactants are [CH2:1]([O:4][C:5]1([CH3:45])[CH2:10][CH2:9][N:8]([C:11]2[C:12]3[N:13]([N:28]=[C:29]([C:31]4[CH:32]=[C:33]([C:37]5[CH:42]=[C:41]([CH3:43])[CH:40]=[CH:39][C:38]=5[OH:44])[CH:34]=[CH:35][CH:36]=4)[CH:30]=3)[CH:14]=[C:15]([CH3:27])[C:16]=2[C@H:17]([O:22][C:23]([CH3:26])([CH3:25])[CH3:24])[C:18]([O:20][CH3:21])=[O:19])[CH2:7][CH2:6]1)[CH:2]=[CH2:3].[CH3:46][C@@H:47](O)[CH2:48][CH2:49][CH:50]=[CH2:51].C1C=CC(P(C2C=CC=CC=2)C2C=CC=CC=2)=CC=1.CCOC(/N=N/C(OCC)=O)=O. The product is [C:23]([O:22][C@@H:17]([C:16]1[C:15]([CH3:27])=[CH:14][N:13]2[N:28]=[C:29]([C:31]3[CH:36]=[CH:35][CH:34]=[C:33]([C:37]4[CH:42]=[C:41]([CH3:43])[CH:40]=[CH:39][C:38]=4[O:44][C@H:50]([CH2:49][CH2:48][CH:47]=[CH2:46])[CH3:51])[CH:32]=3)[CH:30]=[C:12]2[C:11]=1[N:8]1[CH2:9][CH2:10][C:5]([CH3:45])([O:4][CH2:1][CH:2]=[CH2:3])[CH2:6][CH2:7]1)[C:18]([O:20][CH3:21])=[O:19])([CH3:25])([CH3:24])[CH3:26]. The catalyst is C1COCC1. (9) The catalyst is CN(C=O)C. The yield is 0.960. The reactants are [CH3:1][P:2]1(=[O:8])[CH2:7][CH2:6][NH:5][CH2:4][CH2:3]1.F[C:10]1[CH:11]=[CH:12][C:13]([N+:18]([O-:20])=[O:19])=[C:14]([O:16][CH3:17])[CH:15]=1.C([O-])([O-])=O.[K+].[K+]. The product is [CH3:17][O:16][C:14]1[CH:15]=[C:10]([N:5]2[CH2:6][CH2:7][P:2](=[O:8])([CH3:1])[CH2:3][CH2:4]2)[CH:11]=[CH:12][C:13]=1[N+:18]([O-:20])=[O:19]. (10) The reactants are Cl[C:2]1[C:7]([CH3:8])=[C:6]([Cl:9])[N:5]=[CH:4][N:3]=1.[OH:10][CH:11]1[CH2:16][CH2:15][N:14]([C:17]([O:19][CH:20]([CH3:22])[CH3:21])=[O:18])[CH2:13][CH2:12]1.CC(C)([O-])C.[K+]. The catalyst is O1CCCC1. The product is [Cl:9][C:6]1[N:5]=[CH:4][N:3]=[C:2]([O:10][CH:11]2[CH2:12][CH2:13][N:14]([C:17]([O:19][CH:20]([CH3:22])[CH3:21])=[O:18])[CH2:15][CH2:16]2)[C:7]=1[CH3:8]. The yield is 0.760.